This data is from Reaction yield outcomes from USPTO patents with 853,638 reactions. The task is: Predict the reaction yield, written as a fraction of the theoretical maximum amount of product (1.0 means a 100% yield; for example, 0.34 means a 34% yield). (1) The reactants are [N:1]([CH2:4][CH2:5][CH2:6][C:7]1([C:23]2[CH:28]=[CH:27][CH:26]=[CH:25][CH:24]=2)[N:11]([C:12](=[S:14])[NH2:13])[N:10]=[C:9]([C:15]2[CH:20]=[C:19]([F:21])[CH:18]=[CH:17][C:16]=2[F:22])[S:8]1)=[N+:2]=[N-:3].Br[CH:30]1[C:35](=O)[CH2:34][CH2:33][N:32]([C:37]([O:39][C:40]([CH3:43])([CH3:42])[CH3:41])=[O:38])[CH2:31]1.CCN(C(C)C)C(C)C. The catalyst is C(O)C. The product is [N:1]([CH2:4][CH2:5][CH2:6][C:7]1([C:23]2[CH:28]=[CH:27][CH:26]=[CH:25][CH:24]=2)[N:11]([C:12]2[S:14][C:30]3[CH2:31][N:32]([C:37]([O:39][C:40]([CH3:43])([CH3:42])[CH3:41])=[O:38])[CH2:33][CH2:34][C:35]=3[N:13]=2)[N:10]=[C:9]([C:15]2[CH:20]=[C:19]([F:21])[CH:18]=[CH:17][C:16]=2[F:22])[S:8]1)=[N+:2]=[N-:3]. The yield is 0.730. (2) The product is [CH:1]1([O:7][CH:8]([C:12]2[CH:17]=[CH:16][C:15]([Cl:18])=[C:14]([Cl:19])[CH:13]=2)[C:9]([NH:11][C:22]([NH:21][CH3:20])=[O:23])=[O:10])[CH2:6][CH2:5][CH2:4][CH2:3][CH2:2]1. The catalyst is C1(C)C=CC=CC=1. The yield is 0.870. The reactants are [CH:1]1([O:7][CH:8]([C:12]2[CH:17]=[CH:16][C:15]([Cl:18])=[C:14]([Cl:19])[CH:13]=2)[C:9]([NH2:11])=[O:10])[CH2:6][CH2:5][CH2:4][CH2:3][CH2:2]1.[CH3:20][N:21]=[C:22]=[O:23]. (3) The reactants are [C:1](Cl)(=[O:4])[CH:2]=[CH2:3].[CH3:6][N:7]([CH3:38])[C@@H:8]1[CH2:12][CH2:11][N:10]([C:13]2[CH:18]=[C:17]([O:19][CH3:20])[C:16]([NH:21][C:22]3[N:27]=[C:26]([C:28]4[C:36]5[C:31](=[CH:32][CH:33]=[CH:34][CH:35]=5)[NH:30][CH:29]=4)[CH:25]=[CH:24][N:23]=3)=[CH:15][C:14]=2[NH2:37])[CH2:9]1. The catalyst is C(Cl)Cl.CC(N(C)C)=O. The product is [CH3:38][N:7]([CH3:6])[C@@H:8]1[CH2:12][CH2:11][N:10]([C:13]2[CH:18]=[C:17]([O:19][CH3:20])[C:16]([NH:21][C:22]3[N:27]=[C:26]([C:28]4[C:36]5[C:31](=[CH:32][CH:33]=[CH:34][CH:35]=5)[NH:30][CH:29]=4)[CH:25]=[CH:24][N:23]=3)=[CH:15][C:14]=2[NH:37][C:1](=[O:4])[CH:2]=[CH2:3])[CH2:9]1. The yield is 0.450.